Dataset: Reaction yield outcomes from USPTO patents with 853,638 reactions. Task: Predict the reaction yield, written as a fraction of the theoretical maximum amount of product (1.0 means a 100% yield; for example, 0.34 means a 34% yield). (1) The reactants are [F:1][C:2]([F:7])([F:6])[C:3]([OH:5])=[O:4].[F:8][C:9]([F:14])([F:13])[C:10]([OH:12])=[O:11].[F:15][C:16]([F:21])([F:20])[C:17]([OH:19])=[O:18].[NH:22]1[CH2:25][CH:24]([CH2:26][C:27]([NH:29][C:30]2[CH:31]=[CH:32][C:33]3[NH:34][C:35]4[N:51]=[C:39]([NH:40][C:41]5[CH:42]=[N:43][CH:44]=[C:45]([CH:50]=5)[CH2:46][CH2:47][C:48]=2[CH:49]=3)[N:38]=[CH:37][C:36]=4[Cl:52])=[O:28])[CH2:23]1.Br[C:54]1[S:55][CH:56]=[N:57][N:58]=1. No catalyst specified. The product is [F:1][C:2]([F:7])([F:6])[C:3]([OH:5])=[O:4].[F:8][C:9]([F:14])([F:13])[C:10]([OH:12])=[O:11].[F:15][C:16]([F:21])([F:20])[C:17]([OH:19])=[O:18].[Cl:52][C:36]1[CH:37]=[N:38][C:39]2[NH:40][C:41]3[CH:42]=[N:43][CH:44]=[C:45]([CH:50]=3)[CH2:46][CH2:47][C:48]3[CH:49]=[C:33]([NH:34][C:35]=1[N:51]=2)[CH:32]=[CH:31][C:30]=3[NH:29][C:27](=[O:28])[CH2:26][CH:24]1[CH2:23][N:22]([C:54]2[S:55][CH:56]=[N:57][N:58]=2)[CH2:25]1. The yield is 0.200. (2) The reactants are [Cl:1][C:2]1[N:10]=[C:9]2[C:5]([N:6]=[CH:7][N:8]2[CH2:11][CH2:12][C:13](OCC)=[O:14])=[C:4]([N:18]2[CH2:23][CH2:22][O:21][CH2:20][CH2:19]2)[N:3]=1.[CH2:24]([Mg]Br)[CH3:25]. The catalyst is C(OCC)C.[O-]CC.[Ti+4].[O-]CC.[O-]CC.[O-]CC. The product is [Cl:1][C:2]1[N:10]=[C:9]2[C:5]([N:6]=[CH:7][N:8]2[CH2:11][CH2:12][C:13]2([OH:14])[CH2:25][CH2:24]2)=[C:4]([N:18]2[CH2:19][CH2:20][O:21][CH2:22][CH2:23]2)[N:3]=1. The yield is 0.460. (3) The reactants are [Br:1][C:2]1[CH:22]=[CH:21][C:5]2[NH:6][C:7]([C@@H:9]3[CH2:13][CH2:12][CH2:11][N:10]3[C:14]([O:16][C:17]([CH3:20])([CH3:19])[CH3:18])=[O:15])=[N:8][C:4]=2[CH:3]=1.[H-].[Na+].[CH3:25][Si:26]([CH2:29][CH2:30][O:31][CH2:32]Cl)([CH3:28])[CH3:27]. The catalyst is C1COCC1. The product is [Br:1][C:2]1[CH:22]=[CH:21][C:5]2[N:6]=[C:7]([C@@H:9]3[CH2:13][CH2:12][CH2:11][N:10]3[C:14]([O:16][C:17]([CH3:19])([CH3:18])[CH3:20])=[O:15])[N:8]([CH2:32][O:31][CH2:30][CH2:29][Si:26]([CH3:28])([CH3:27])[CH3:25])[C:4]=2[CH:3]=1. The yield is 0.730. (4) The reactants are [Si:1]([O:8][C:9]1[CH:10]=[C:11]([C:17]([C:19]2[CH:24]=[C:23]([O:25][CH3:26])[CH:22]=[C:21]([O:27][CH3:28])[CH:20]=2)=O)[CH:12]=[CH:13][C:14]=1[O:15][CH3:16])([C:4]([CH3:7])([CH3:6])[CH3:5])([CH3:3])[CH3:2].C(OP([CH2:37][C:38]#[N:39])(=O)OCC)C.C[Si]([N-][Si](C)(C)C)(C)C.[Li+].O1C2C=CC(C(C3C=C(OC)C=C(OC)C=3)=CC#N)=CC=2OCC1. The catalyst is C1COCC1. The product is [C:4]([Si:1]([CH3:2])([CH3:3])[O:8][C:9]1[CH:10]=[C:11]([C:17]([C:19]2[CH:20]=[C:21]([O:27][CH3:28])[CH:22]=[C:23]([O:25][CH3:26])[CH:24]=2)=[CH:37][C:38]#[N:39])[CH:12]=[CH:13][C:14]=1[O:15][CH3:16])([CH3:6])([CH3:5])[CH3:7]. The yield is 0.740. (5) The yield is 0.610. The product is [CH3:1][O:2][C:3]1[CH:10]=[C:9]([O:11][CH2:12][CH2:13][O:14][CH2:15][CH2:16][O:17][CH3:18])[C:8]([C:19]2[S:20][CH:21]=[CH:22][CH:23]=2)=[CH:7][C:4]=1/[CH:5]=[CH:25]/[C:24]([C:27]1[CH:35]=[CH:34][C:30]([C:31]([OH:33])=[O:32])=[CH:29][CH:28]=1)=[O:26]. No catalyst specified. The reactants are [CH3:1][O:2][C:3]1[CH:10]=[C:9]([O:11][CH2:12][CH2:13][O:14][CH2:15][CH2:16][O:17][CH3:18])[C:8]([C:19]2[S:20][CH:21]=[CH:22][CH:23]=2)=[CH:7][C:4]=1[CH:5]=O.[C:24]([C:27]1[CH:35]=[CH:34][C:30]([C:31]([OH:33])=[O:32])=[CH:29][CH:28]=1)(=[O:26])[CH3:25]. (6) The reactants are [NH2:1][C:2]1[C:11]([C:12]([NH:14][C:15]2[CH:16]=[N:17][CH:18]=[C:19]([F:30])[C:20]=2[N:21]2[CH2:26][CH2:25][CH:24]([C:27]([OH:29])=[O:28])[CH2:23][CH2:22]2)=[O:13])=[C:5]2[N:6]=[CH:7][C:8]([F:10])=[CH:9][N:4]2[N:3]=1.[ClH:31]. The catalyst is CN1C(=O)CCC1. The product is [ClH:31].[NH2:1][C:2]1[C:11]([C:12]([NH:14][C:15]2[CH:16]=[N:17][CH:18]=[C:19]([F:30])[C:20]=2[N:21]2[CH2:22][CH2:23][CH:24]([C:27]([OH:29])=[O:28])[CH2:25][CH2:26]2)=[O:13])=[C:5]2[N:6]=[CH:7][C:8]([F:10])=[CH:9][N:4]2[N:3]=1. The yield is 1.00. (7) The catalyst is O1CCCC1. The reactants are [OH:1][CH2:2][C:3]1[CH:10]=[C:9]([CH3:11])[C:6]([CH:7]=[O:8])=[C:5]([CH3:12])[C:4]=1[CH3:13].[C:14]1(O)[CH:19]=[CH:18][CH:17]=[CH:16][CH:15]=1.C1(P(C2C=CC=CC=2)C2C=CC=CC=2)C=CC=CC=1.N(C(OCC)=O)=NC(OCC)=O. The product is [CH3:12][C:5]1[C:4]([CH3:13])=[C:3]([CH2:2][O:1][C:14]2[CH:19]=[CH:18][CH:17]=[CH:16][CH:15]=2)[CH:10]=[C:9]([CH3:11])[C:6]=1[CH:7]=[O:8]. The yield is 0.900. (8) The reactants are [Cl:1][C:2]1[CH:7]=[CH:6][C:5]([C@@H:8]2[C@:10]3([C:18]4[C:13](=[CH:14][CH:15]=[CH:16][CH:17]=4)[NH:12][C:11]3=[O:19])[CH2:9]2)=[CH:4][CH:3]=1.C([O-])([O-])=O.[K+].[K+].CNCCNC.I[C:33]1[CH:34]=[C:35]([CH:41]=[CH:42][CH:43]=1)[C:36]([O:38][CH2:39]C)=[O:37]. The catalyst is [Cu]I.C(#N)C. The product is [CH3:39][O:38][C:36](=[O:37])[C:35]1[CH:41]=[CH:42][CH:43]=[C:33]([N:12]2[C:13]3[C:18](=[CH:17][CH:16]=[CH:15][CH:14]=3)[C@:10]3([CH2:9][C@H:8]3[C:5]3[CH:4]=[CH:3][C:2]([Cl:1])=[CH:7][CH:6]=3)[C:11]2=[O:19])[CH:34]=1. The yield is 0.720.